This data is from Forward reaction prediction with 1.9M reactions from USPTO patents (1976-2016). The task is: Predict the product of the given reaction. (1) The product is: [CH3:12][NH:13][C:14]([NH:1][C:2]1[CH:10]=[C:9]([OH:11])[CH:8]=[C:4]([C:5]([OH:7])=[O:6])[CH:3]=1)=[S:15]. Given the reactants [NH2:1][C:2]1[CH:3]=[C:4]([CH:8]=[C:9]([OH:11])[CH:10]=1)[C:5]([OH:7])=[O:6].[CH3:12][N:13]=[C:14]=[S:15], predict the reaction product. (2) Given the reactants N#N.[N+:3]([C:6]1[CH:10]=[N:9][N:8]([CH2:11][C:12]2[N:13]=[C:14]([CH2:17][OH:18])[S:15][CH:16]=2)[N:7]=1)([O-:5])=[O:4].[CH3:19]I, predict the reaction product. The product is: [CH3:19][O:18][CH2:17][C:14]1[S:15][CH:16]=[C:12]([CH2:11][N:8]2[N:7]=[C:6]([N+:3]([O-:5])=[O:4])[CH:10]=[N:9]2)[N:13]=1. (3) Given the reactants C(O)(=O)C.I[C:6]1[C:14]2[C:9](=[N:10][CH:11]=[N:12][C:13]=2[NH2:15])[N:8]([C@H:16]2[CH2:21][CH2:20][CH2:19][N:18]([CH2:22][CH2:23][O:24][CH3:25])[CH2:17]2)[N:7]=1.[CH3:26][C:27]1[CH:28]=[C:29]([CH3:52])[C:30]2[O:34][C:33]([NH:35][C:36]3[CH:41]=[CH:40][C:39](B4OC(C)(C)C(C)(C)O4)=[CH:38][CH:37]=3)=[N:32][C:31]=2[CH:51]=1.C(=O)([O-])[O-].[Na+].[Na+], predict the reaction product. The product is: [NH2:15][C:13]1[N:12]=[CH:11][N:10]=[C:9]2[N:8]([C@H:16]3[CH2:21][CH2:20][CH2:19][N:18]([CH2:22][CH2:23][O:24][CH3:25])[CH2:17]3)[N:7]=[C:6]([C:39]3[CH:38]=[CH:37][C:36]([NH:35][C:33]4[O:34][C:30]5[C:29]([CH3:52])=[CH:28][C:27]([CH3:26])=[CH:51][C:31]=5[N:32]=4)=[CH:41][CH:40]=3)[C:14]=12. (4) Given the reactants [CH3:1][N:2]1[CH2:7][CH2:6][C@@H:5]([C:8]2[C:13]([O:14][CH3:15])=[CH:12][C:11]([O:16][CH3:17])=[CH:10][C:9]=2[O:18]C)[C@H:4]([OH:20])[CH2:3]1.[C:21](OC(=O)C)(=[O:23])[CH3:22].B(F)(F)F.C([O-])([O-])=O.[Na+].[Na+].[OH-].[Na+], predict the reaction product. The product is: [OH:18][C:9]1[C:8]([C@@H:5]2[CH2:6][CH2:7][N:2]([CH3:1])[CH2:3][C@H:4]2[OH:20])=[C:13]([O:14][CH3:15])[CH:12]=[C:11]([O:16][CH3:17])[C:10]=1[C:21](=[O:23])[CH3:22]. (5) Given the reactants [CH3:1][C:2]([NH:6][C:7]1[S:11][CH:10]=[N:9][C:8]=1[C:12](O)=O)([CH3:5])[CH2:3][CH3:4].C(N(C(C)C)CC)(C)C.[CH3:24][C:25]1[CH:26]=[C:27]([NH2:32])[C:28]([NH2:31])=[CH:29][CH:30]=1.CN(C(ON1N=NC2C=CC=CC1=2)=[N+](C)C)C.[B-](F)(F)(F)F, predict the reaction product. The product is: [CH3:1][C:2]([NH:6][C:7]1[S:11][CH:10]=[N:9][C:8]=1[C:12]1[NH:31][C:28]2[CH:29]=[CH:30][C:25]([CH3:24])=[CH:26][C:27]=2[N:32]=1)([CH3:5])[CH2:3][CH3:4]. (6) Given the reactants [Cl:1][C:2]1[CH:7]=[CH:6][C:5]([CH:8]([C:40]2[CH:45]=[CH:44][C:43]([Cl:46])=[CH:42][CH:41]=2)[C:9]2[CH:10]=[C:11]3[C:16](=[CH:17][CH:18]=2)[N:15]=[CH:14][N:13]=[C:12]3[NH:19][CH:20]2[CH2:25][CH2:24][N:23]([S:26]([C:29]3[CH:38]=[CH:37][C:32]([C:33]([O:35]C)=[O:34])=[C:31]([Cl:39])[CH:30]=3)(=[O:28])=[O:27])[CH2:22][CH2:21]2)=[CH:4][CH:3]=1.[OH-].[Na+].Cl, predict the reaction product. The product is: [Cl:1][C:2]1[CH:7]=[CH:6][C:5]([CH:8]([C:40]2[CH:41]=[CH:42][C:43]([Cl:46])=[CH:44][CH:45]=2)[C:9]2[CH:10]=[C:11]3[C:16](=[CH:17][CH:18]=2)[N:15]=[CH:14][N:13]=[C:12]3[NH:19][CH:20]2[CH2:25][CH2:24][N:23]([S:26]([C:29]3[CH:38]=[CH:37][C:32]([C:33]([OH:35])=[O:34])=[C:31]([Cl:39])[CH:30]=3)(=[O:28])=[O:27])[CH2:22][CH2:21]2)=[CH:4][CH:3]=1.